From a dataset of Reaction yield outcomes from USPTO patents with 853,638 reactions. Predict the reaction yield, written as a fraction of the theoretical maximum amount of product (1.0 means a 100% yield; for example, 0.34 means a 34% yield). (1) The reactants are [NH2:1][C:2]1[S:3][C:4]([CH3:7])=[CH:5][N:6]=1.[C:8]([NH:15][CH2:16][CH2:17][CH2:18]Br)([O:10][C:11]([CH3:14])([CH3:13])[CH3:12])=[O:9]. No catalyst specified. The product is [NH:1]=[C:2]1[N:6]([CH2:18][CH2:17][CH2:16][NH:15][C:8](=[O:9])[O:10][C:11]([CH3:14])([CH3:13])[CH3:12])[CH:5]=[C:4]([CH3:7])[S:3]1. The yield is 0.700. (2) The reactants are [CH:1]1([C:4]2[CH:13]=[CH:12][C:7]([C:8]([O:10][CH3:11])=[O:9])=[C:6]([CH2:14][CH3:15])[CH:5]=2)[CH2:3][CH2:2]1.[I:16]I.S(=O)(=O)(O)O. The catalyst is CC(O)=O. The product is [CH:1]1([C:4]2[C:13]([I:16])=[CH:12][C:7]([C:8]([O:10][CH3:11])=[O:9])=[C:6]([CH2:14][CH3:15])[CH:5]=2)[CH2:2][CH2:3]1. The yield is 0.490. (3) The catalyst is N1C=CC=CC=1. The product is [CH3:15][O:16][C:17]1[CH:25]=[CH:24][C:20]([C:21]2[O:10][C:9]3[C:4]([C:1](=[O:3])[CH:2]=2)=[CH:5][C:6]([S:11]([OH:14])(=[O:12])=[O:13])=[CH:7][CH:8]=3)=[CH:19][CH:18]=1. The reactants are [C:1]([C:4]1[CH:5]=[C:6]([S:11]([OH:14])(=[O:13])=[O:12])[CH:7]=[CH:8][C:9]=1[OH:10])(=[O:3])[CH3:2].[CH3:15][O:16][C:17]1[CH:25]=[CH:24][C:20]([C:21](Cl)=O)=[CH:19][CH:18]=1.[OH-].[K+].O. The yield is 0.140. (4) The reactants are [C:1]([N:8]1[CH:12]=[CH:11]N=C1)(N1C=CN=C1)=[S:2].[Cl:13][C:14]1C=C([CH:18]=[C:19]([C:30]([F:33])([F:32])[F:31])[C:20]=1[S:21][C:22]1[CH:27]=[CH:26][C:25]([O:28][CH3:29])=[CH:24][CH:23]=1)N. The catalyst is ClCCl. The product is [Cl:13][C:14]1[CH:11]=[C:12]([N:8]=[C:1]=[S:2])[CH:18]=[C:19]([C:30]([F:31])([F:32])[F:33])[C:20]=1[S:21][C:22]1[CH:23]=[CH:24][C:25]([O:28][CH3:29])=[CH:26][CH:27]=1. The yield is 0.410. (5) The reactants are [Cl:1][C:2]1[C:3]([F:28])=[C:4]([CH:8]2[C:12]([C:15]3[CH:20]=[CH:19][C:18]([Cl:21])=[CH:17][C:16]=3[F:22])([C:13]#[N:14])[CH:11]([CH2:23][C:24]([CH3:27])([CH3:26])[CH3:25])[CH2:10][NH:9]2)[CH:5]=[CH:6][CH:7]=1.[Cl:29][C:30]1[N:35]=[CH:34][C:33]([S:36](Cl)(=[O:38])=[O:37])=[CH:32][CH:31]=1. No catalyst specified. The product is [Cl:1][C:2]1[C:3]([F:28])=[C:4]([CH:8]2[C:12]([C:15]3[CH:20]=[CH:19][C:18]([Cl:21])=[CH:17][C:16]=3[F:22])([C:13]#[N:14])[CH:11]([CH2:23][C:24]([CH3:25])([CH3:27])[CH3:26])[CH2:10][N:9]2[S:36]([C:33]2[CH:34]=[N:35][C:30]([Cl:29])=[CH:31][CH:32]=2)(=[O:38])=[O:37])[CH:5]=[CH:6][CH:7]=1. The yield is 0.970.